Dataset: Catalyst prediction with 721,799 reactions and 888 catalyst types from USPTO. Task: Predict which catalyst facilitates the given reaction. (1) Reactant: Br[C:2]1[CH:7]=[CH:6][C:5]([N:8]2[C:17](=[O:18])[C:16]3[C:11](=[CH:12][CH:13]=[CH:14][CH:15]=3)[N:10]=[C:9]2[CH:19]([N:21]([CH3:35])[S:22]([C:25]2[CH:30]=[CH:29][C:28]([C:31]([CH3:34])([CH3:33])[CH3:32])=[CH:27][CH:26]=2)(=[O:24])=[O:23])[CH3:20])=[CH:4][CH:3]=1.C([O-])([O-])=O.[K+].[K+].[C:42]1(B(O)O)[CH:47]=[CH:46][CH:45]=[CH:44][CH:43]=1.C1(P(C2C=CC=CC=2)C2C=CC=CC=2)C=CC=CC=1.C(Cl)(Cl)Cl. Product: [C:2]1([C:42]2[CH:47]=[CH:46][CH:45]=[CH:44][CH:43]=2)[CH:7]=[CH:6][C:5]([N:8]2[C:17](=[O:18])[C:16]3[C:11](=[CH:12][CH:13]=[CH:14][CH:15]=3)[N:10]=[C:9]2[CH:19]([N:21]([CH3:35])[S:22]([C:25]2[CH:30]=[CH:29][C:28]([C:31]([CH3:34])([CH3:33])[CH3:32])=[CH:27][CH:26]=2)(=[O:24])=[O:23])[CH3:20])=[CH:4][CH:3]=1. The catalyst class is: 110. (2) Reactant: [S:1]1[CH:5]=[CH:4][N:3]=[C:2]1[NH:6][C:7](=[O:12])OC(C)=C.[Br:13][C:14]1[C:15]([N:32]2[CH2:37][CH2:36][NH:35][CH2:34][CH2:33]2)=[C:16]2[N:22]=[C:21]([C:23]3[CH:31]=[CH:30][C:26]([N:27]([CH3:29])[CH3:28])=[CH:25][CH:24]=3)[NH:20][C:17]2=[N:18][CH:19]=1.CN1CCCC1. Product: [Br:13][C:14]1[C:15]([N:32]2[CH2:33][CH2:34][N:35]([C:7]([NH:6][C:2]3[S:1][CH:5]=[CH:4][N:3]=3)=[O:12])[CH2:36][CH2:37]2)=[C:16]2[N:22]=[C:21]([C:23]3[CH:31]=[CH:30][C:26]([N:27]([CH3:29])[CH3:28])=[CH:25][CH:24]=3)[NH:20][C:17]2=[N:18][CH:19]=1. The catalyst class is: 1. (3) Reactant: [CH3:1][C:2]1[CH:3]=[CH:4][C:5]2[NH:10][C:9](=[O:11])[CH2:8][O:7][C:6]=2[CH:12]=1.[Br:13]Br. Product: [Br:13][C:3]1[C:2]([CH3:1])=[CH:12][C:6]2[O:7][CH2:8][C:9](=[O:11])[NH:10][C:5]=2[CH:4]=1. The catalyst class is: 53.